The task is: Predict the product of the given reaction.. This data is from Forward reaction prediction with 1.9M reactions from USPTO patents (1976-2016). (1) Given the reactants [Br:1][C:2]1[C:7]([Br:8])=[C:6]([N+:9]([O-])=O)[CH:5]=[C:4]([F:12])[C:3]=1[CH2:13][C:14]#[N:15].O.O.[Sn](Cl)Cl.[Sn](Cl)(Cl)(Cl)Cl.CCCCCC.C(OCC)(=O)C, predict the reaction product. The product is: [NH2:9][C:6]1[CH:5]=[C:4]([F:12])[C:3]([CH2:13][C:14]#[N:15])=[C:2]([Br:1])[C:7]=1[Br:8]. (2) Given the reactants [Br:1][C:2]1[N:3]([CH2:24][C:25]([O:27]C)=[O:26])[C:4]2[C:9]([C:10]=1[CH:11]1[CH2:16][CH2:15][CH2:14][CH2:13][CH2:12]1)=[CH:8][CH:7]=[C:6]([C:17]([O:19][C:20]([CH3:23])([CH3:22])[CH3:21])=[O:18])[CH:5]=2.Cl, predict the reaction product. The product is: [Br:1][C:2]1[N:3]([CH2:24][C:25]([OH:27])=[O:26])[C:4]2[C:9]([C:10]=1[CH:11]1[CH2:12][CH2:13][CH2:14][CH2:15][CH2:16]1)=[CH:8][CH:7]=[C:6]([C:17]([O:19][C:20]([CH3:21])([CH3:22])[CH3:23])=[O:18])[CH:5]=2. (3) Given the reactants C[O:2][C:3](=[O:20])[CH:4]([C:9]1[CH:14]=[CH:13][C:12]([O:15][CH3:16])=[CH:11][C:10]=1[C:17]([OH:19])=[O:18])[C:5]([O:7]C)=[O:6].[OH-].[Li+], predict the reaction product. The product is: [C:17]([C:10]1[CH:11]=[C:12]([O:15][CH3:16])[CH:13]=[CH:14][C:9]=1[CH:4]([C:5]([OH:7])=[O:6])[C:3]([OH:20])=[O:2])([OH:19])=[O:18]. (4) Given the reactants [Cl:1][C:2]1[CH:7]=[CH:6][C:5]([C:8]2[C:16]3[C:11](=[N:12][CH:13]=[N:14][C:15]=3[N:17]=[CH:18][N:19]([CH3:21])[CH3:20])[NH:10][N:9]=2)=[CH:4][CH:3]=1.[CH2:22]([N:24]=[C:25]=[O:26])[CH3:23], predict the reaction product. The product is: [CH2:22]([NH:24][C:25]([N:10]1[C:11]2=[N:12][CH:13]=[N:14][C:15]([N:17]=[CH:18][N:19]([CH3:21])[CH3:20])=[C:16]2[C:8]([C:5]2[CH:6]=[CH:7][C:2]([Cl:1])=[CH:3][CH:4]=2)=[N:9]1)=[O:26])[CH3:23]. (5) Given the reactants C([O:4][C@@H:5]1[C@@H:18]([CH2:19][O:20][CH2:21][C:22]2[CH:27]=[CH:26][CH:25]=[CH:24][CH:23]=2)[O:17][C@@H:8]([O:9][CH2:10][C:11]2[CH:16]=[CH:15][CH:14]=[CH:13][CH:12]=2)[C@H:7]([N:28]2[C:32](=[O:33])[C:31]3=[CH:34][CH:35]=[CH:36][CH:37]=[C:30]3[C:29]2=[O:38])[C@H:6]1[O:39][CH2:40][C:41]1[CH:46]=[CH:45][CH:44]=[CH:43][CH:42]=1)(=O)C.C[O-].[Na+], predict the reaction product. The product is: [CH2:40]([O:39][C@H:6]1[C@H:5]([OH:4])[C@@H:18]([CH2:19][O:20][CH2:21][C:22]2[CH:23]=[CH:24][CH:25]=[CH:26][CH:27]=2)[O:17][C@@H:8]([O:9][CH2:10][C:11]2[CH:12]=[CH:13][CH:14]=[CH:15][CH:16]=2)[C@@H:7]1[N:28]1[C:32](=[O:33])[C:31]2=[CH:34][CH:35]=[CH:36][CH:37]=[C:30]2[C:29]1=[O:38])[C:41]1[CH:46]=[CH:45][CH:44]=[CH:43][CH:42]=1. (6) Given the reactants P(C(C)(C)C)(C(C)(C)C)C(C)(C)C.Br[C:15]1[CH:16]=[C:17]2[C:21](=[CH:22][CH:23]=1)[N:20]([CH:24]1[CH2:28][CH2:27][N:26]([CH3:29])[CH2:25]1)[CH2:19][CH2:18]2.[Li+].C[Si]([N-:35][Si](C)(C)C)(C)C.Cl.[OH-].[Na+], predict the reaction product. The product is: [CH3:29][N:26]1[CH2:27][CH2:28][CH:24]([N:20]2[C:21]3[C:17](=[CH:16][C:15]([NH2:35])=[CH:23][CH:22]=3)[CH2:18][CH2:19]2)[CH2:25]1.